This data is from Catalyst prediction with 721,799 reactions and 888 catalyst types from USPTO. The task is: Predict which catalyst facilitates the given reaction. (1) Reactant: [F:1][C:2]1[CH:3]=[C:4]([CH2:8][S:9][C:10]2[N:15]=[C:14]([OH:16])[CH:13]=[C:12]([CH3:17])[N:11]=2)[CH:5]=[N:6][CH:7]=1.[ClH:18].O1CCOCC1. Product: [ClH:18].[F:1][C:2]1[CH:3]=[C:4]([CH2:8][S:9][C:10]2[N:15]=[C:14]([OH:16])[CH:13]=[C:12]([CH3:17])[N:11]=2)[CH:5]=[N:6][CH:7]=1. The catalyst class is: 5. (2) Reactant: [Br:1][C:2]1[C:10]([OH:11])=[CH:9][C:5]([C:6]([OH:8])=[O:7])=[CH:4][C:3]=1[OH:12].C([O-])([O-])=O.[K+].[K+].[CH:19]1[CH:24]=[CH:23][C:22]([CH2:25]Br)=[CH:21][CH:20]=1. Product: [CH2:25]([O:7][C:6](=[O:8])[C:5]1[CH:9]=[C:10]([O:11][CH2:25][C:22]2[CH:23]=[CH:24][CH:19]=[CH:20][CH:21]=2)[C:2]([Br:1])=[C:3]([O:12][CH2:6][C:5]2[CH:9]=[CH:10][CH:2]=[CH:3][CH:4]=2)[CH:4]=1)[C:22]1[CH:23]=[CH:24][CH:19]=[CH:20][CH:21]=1. The catalyst class is: 3. (3) Reactant: [OH:1][CH2:2][CH2:3][CH2:4][C:5]1[CH:10]=[CH:9][C:8]([C:11]2[CH:16]=[CH:15][C:14]([C:17]([NH:19][S:20]([C:23]3[CH:28]=[CH:27][C:26]([NH:29][C@H:30]([C:39](OC)=[O:40])[CH2:31][S:32][C:33]4[CH:38]=[CH:37][CH:36]=[CH:35][CH:34]=4)=[C:25]([N+:43]([O-:45])=[O:44])[CH:24]=3)(=[O:22])=[O:21])=[O:18])=[CH:13][CH:12]=2)=[C:7]([O:46][CH3:47])[CH:6]=1.[Li+].[BH4-]. Product: [OH:40][CH2:39][C@@H:30]([NH:29][C:26]1[CH:27]=[CH:28][C:23]([S:20]([NH:19][C:17]([C:14]2[CH:15]=[CH:16][C:11]([C:8]3[CH:9]=[CH:10][C:5]([CH2:4][CH2:3][CH2:2][OH:1])=[CH:6][C:7]=3[O:46][CH3:47])=[CH:12][CH:13]=2)=[O:18])(=[O:22])=[O:21])=[CH:24][C:25]=1[N+:43]([O-:45])=[O:44])[CH2:31][S:32][C:33]1[CH:34]=[CH:35][CH:36]=[CH:37][CH:38]=1. The catalyst class is: 1.